From a dataset of Full USPTO retrosynthesis dataset with 1.9M reactions from patents (1976-2016). Predict the reactants needed to synthesize the given product. Given the product [CH2:31]([O:33][C:34]1[CH:39]=[C:38]([C:8]2[CH:9]=[C:10]3[C:14](=[C:15]([C:17]([NH2:19])=[O:18])[CH:16]=2)[NH:13][CH:12]=[C:11]3[CH:20]2[CH2:25][CH2:24][N:23]([S:26]([CH2:29][CH3:30])(=[O:27])=[O:28])[CH2:22][CH2:21]2)[CH:37]=[CH:36][CH:35]=1)[CH3:32], predict the reactants needed to synthesize it. The reactants are: C([O-])([O-])=O.[K+].[K+].Br[C:8]1[CH:9]=[C:10]2[C:14](=[C:15]([C:17]([NH2:19])=[O:18])[CH:16]=1)[NH:13][CH:12]=[C:11]2[CH:20]1[CH2:25][CH2:24][N:23]([S:26]([CH2:29][CH3:30])(=[O:28])=[O:27])[CH2:22][CH2:21]1.[CH2:31]([O:33][C:34]1[CH:35]=[C:36](B(O)O)[CH:37]=[CH:38][CH:39]=1)[CH3:32].